From a dataset of Full USPTO retrosynthesis dataset with 1.9M reactions from patents (1976-2016). Predict the reactants needed to synthesize the given product. (1) Given the product [Cl:16][CH2:17][C:18]([N:13]1[CH2:14][CH2:15][CH:10](/[CH:9]=[CH:8]/[C:4]2[CH:5]=[CH:6][CH:7]=[C:2]([Cl:1])[CH:3]=2)[CH2:11][CH2:12]1)=[O:19], predict the reactants needed to synthesize it. The reactants are: [Cl:1][C:2]1[CH:3]=[C:4](/[CH:8]=[CH:9]/[CH:10]2[CH2:15][CH2:14][NH:13][CH2:12][CH2:11]2)[CH:5]=[CH:6][CH:7]=1.[Cl:16][CH2:17][C:18](Cl)=[O:19].Cl. (2) Given the product [C:1]([C:5]1[CH:15]=[CH:14][C:8]([C:9]([OH:11])=[O:10])=[C:7]([C:12](=[O:13])[C:23]2[CH:24]=[CH:25][C:20]([C:16]([CH3:19])([CH3:18])[CH3:17])=[CH:21][CH:22]=2)[CH:6]=1)([CH3:4])([CH3:3])[CH3:2], predict the reactants needed to synthesize it. The reactants are: [C:1]([C:5]1[CH:6]=[C:7]2[C:12](=[O:13])[O:11][C:9](=[O:10])[C:8]2=[CH:14][CH:15]=1)([CH3:4])([CH3:3])[CH3:2].[C:16]([C:20]1[CH:25]=[CH:24][CH:23]=[CH:22][CH:21]=1)([CH3:19])([CH3:18])[CH3:17].[Cl-].[Al+3].[Cl-].[Cl-].Cl. (3) Given the product [CH2:1]([N:5]([S:15]([C:18]1[CH:23]=[CH:22][C:21]([N+:24]([O-:26])=[O:25])=[CH:20][CH:19]=1)(=[O:17])=[O:16])[C@H:6]([C:12]([OH:14])=[O:13])[CH2:7][CH2:8][CH2:9][CH2:10][NH:11][C:36](=[O:37])[CH:35]=[CH:34][C:33]1[CH:32]=[CH:31][C:30]([N+:27]([O-:29])=[O:28])=[CH:40][CH:39]=1)[CH:2]([CH3:4])[CH3:3], predict the reactants needed to synthesize it. The reactants are: [CH2:1]([N:5]([S:15]([C:18]1[CH:23]=[CH:22][C:21]([N+:24]([O-:26])=[O:25])=[CH:20][CH:19]=1)(=[O:17])=[O:16])[C@H:6]([C:12]([OH:14])=[O:13])[CH2:7][CH2:8][CH2:9][CH2:10][NH2:11])[CH:2]([CH3:4])[CH3:3].[N+:27]([C:30]1[CH:40]=[CH:39][C:33]([CH:34]=[CH:35][C:36](O)=[O:37])=[CH:32][CH:31]=1)([O-:29])=[O:28]. (4) Given the product [F:39][C:40]1[C:41]([NH:46][C:31]([N:13]2[C@@H:14]3[CH2:18][N:17]([CH2:16][CH2:15]3)[C:11]3[CH:10]=[CH:9][C:8]([C:6]4[CH:5]=[CH:4][N:3]=[C:2]([CH3:1])[CH:7]=4)=[N:19][C:12]2=3)=[O:37])=[N:42][CH:43]=[CH:44][N:45]=1, predict the reactants needed to synthesize it. The reactants are: [CH3:1][C:2]1[CH:7]=[C:6]([C:8]2[CH:9]=[CH:10][C:11]3[N:17]4[CH2:18][C@H:14]([CH2:15][CH2:16]4)[NH:13][C:12]=3[N:19]=2)[CH:5]=[CH:4][N:3]=1.C(N(CC)CC)C.ClC(Cl)(O[C:31](=[O:37])OC(Cl)(Cl)Cl)Cl.[F:39][C:40]1[C:41]([NH2:46])=[N:42][CH:43]=[CH:44][N:45]=1. (5) Given the product [CH:29]12[CH2:30][CH:25]1[CH2:26][N:27]([C:31]1[N:36]=[CH:35][C:34]([NH:37][C:12]([C:10]3[N:9]([CH2:15][C:16]4[CH:21]=[CH:20][CH:19]=[C:18]([F:22])[CH:17]=4)[C:6]4=[N:7][CH:8]=[C:3]([C:2]([F:24])([F:1])[F:23])[CH:4]=[C:5]4[CH:11]=3)=[O:13])=[CH:33][CH:32]=1)[CH2:28]2, predict the reactants needed to synthesize it. The reactants are: [F:1][C:2]([F:24])([F:23])[C:3]1[CH:4]=[C:5]2[CH:11]=[C:10]([C:12](O)=[O:13])[N:9]([CH2:15][C:16]3[CH:21]=[CH:20][CH:19]=[C:18]([F:22])[CH:17]=3)[C:6]2=[N:7][CH:8]=1.[CH:25]12[CH2:30][CH:29]1[CH2:28][N:27]([C:31]1[N:36]=[CH:35][C:34]([NH2:37])=[CH:33][CH:32]=1)[CH2:26]2. (6) Given the product [NH2:2][CH:3]1[C:10](=[O:11])[N:9]2[CH:4]1[S:5][CH2:6][C:7]([S:40][C:35]1[CH:36]=[C:37]([NH2:39])[N:38]=[C:33]([NH2:32])[N:34]=1)=[C:8]2[C:12]([O:14][CH:15]([C:22]1[CH:23]=[CH:24][CH:25]=[CH:26][CH:27]=1)[C:16]1[CH:21]=[CH:20][CH:19]=[CH:18][CH:17]=1)=[O:13], predict the reactants needed to synthesize it. The reactants are: Cl.[NH2:2][C@@H:3]1[C:10](=[O:11])[N:9]2[C@@H:4]1[S:5][CH2:6][C:7](OSOC)=[C:8]2[C:12]([O:14][CH:15]([C:22]1[CH:27]=[CH:26][CH:25]=[CH:24][CH:23]=1)[C:16]1[CH:21]=[CH:20][CH:19]=[CH:18][CH:17]=1)=[O:13].[NH2:32][C:33]1[N:38]=[C:37]([NH2:39])[CH:36]=[C:35]([SH:40])[N:34]=1.CCOCC. (7) Given the product [OH:7][CH2:8][CH:9]([CH2:22][OH:23])[CH2:10][CH2:11][N:12]1[CH:19]=[C:18]([CH:20]([N:3]=[N+:4]=[N-:5])[CH2:21][I:1])[C:16](=[O:17])[NH:15][C:13]1=[O:14], predict the reactants needed to synthesize it. The reactants are: [I:1]Cl.[N-:3]=[N+:4]=[N-:5].[Na+].[OH:7][CH2:8][CH:9]([CH2:22][OH:23])[CH2:10][CH2:11][N:12]1[CH:19]=[C:18]([CH:20]=[CH2:21])[C:16](=[O:17])[NH:15][C:13]1=[O:14].C(Cl)(Cl)Cl.CO.